Dataset: Forward reaction prediction with 1.9M reactions from USPTO patents (1976-2016). Task: Predict the product of the given reaction. Given the reactants P(Cl)(Cl)(Cl)=O.[C:6]1([CH:12]=[CH:13][CH:14](O)[CH3:15])[CH:11]=[CH:10][CH:9]=[CH:8][CH:7]=1.[C:17]([O-])(=[O:19])C.[Na+], predict the reaction product. The product is: [C:6]1([CH:12]=[CH:13][CH:14]=[CH:15][CH:17]=[O:19])[CH:11]=[CH:10][CH:9]=[CH:8][CH:7]=1.